From a dataset of Reaction yield outcomes from USPTO patents with 853,638 reactions. Predict the reaction yield, written as a fraction of the theoretical maximum amount of product (1.0 means a 100% yield; for example, 0.34 means a 34% yield). The reactants are ClC1N=CC(C2N=CN(CCCC[N:17]3[C:25](=[O:26])[C:24]4[C:19](=[CH:20][CH:21]=[CH:22][CH:23]=4)[C:18]3=[O:27])C=2)=CC=1.N1C=C(C2C=CC(Cl)=NC=2)N=C1.C(=O)([O-])[O-].[K+].[K+].BrCCCCN1C(=O)C2=CC=CC=C2C1=O. The catalyst is CN(C=O)C. The product is [C:18]1(=[O:27])[C:19]2[C:24](=[CH:23][CH:22]=[CH:21][CH:20]=2)[C:25](=[O:26])[NH:17]1. The yield is 0.780.